From a dataset of Reaction yield outcomes from USPTO patents with 853,638 reactions. Predict the reaction yield, written as a fraction of the theoretical maximum amount of product (1.0 means a 100% yield; for example, 0.34 means a 34% yield). (1) The product is [ClH:7].[CH3:17][C:15]1([CH3:18])[CH2:14][C:13]([CH3:19])([CH3:20])[CH2:12][C:11]([N:21]2[CH2:26][CH2:25][CH2:24][CH2:23][CH2:22]2)([CH2:8][C:9]#[CH:10])[CH2:16]1. The yield is 0.0600. No catalyst specified. The reactants are N1CCCCC1.[ClH:7].[CH2:8]([C:11]1([N:21]2[CH2:26][CH2:25][CH2:24][CH2:23][CH2:22]2)[CH2:16][C:15]([CH3:18])([CH3:17])[CH2:14][C:13]([CH3:20])([CH3:19])[CH2:12]1)[CH:9]=[CH2:10].BrCC#C. (2) The reactants are [N+:1]([C:4]1[CH:12]=[C:11]2[C:7]([CH2:8][CH2:9][C:10]2=O)=[CH:6][C:5]=1[NH:14][C:15](=[O:19])[O:16][CH2:17][CH3:18])([O-:3])=[O:2].[F:20][C:21]1[CH:27]=[CH:26][C:24]([NH2:25])=[CH:23][CH:22]=1.[B][B][B][B][B][B][B][B][B][B]. The catalyst is CO. The product is [F:20][C:21]1[CH:27]=[CH:26][C:24]([NH:25][CH:10]2[C:11]3[C:7](=[CH:6][C:5]([NH:14][C:15](=[O:19])[O:16][CH2:17][CH3:18])=[C:4]([N+:1]([O-:3])=[O:2])[CH:12]=3)[CH2:8][CH2:9]2)=[CH:23][CH:22]=1. The yield is 0.810. (3) The reactants are C[O:2][C:3]1[CH:12]=[CH:11][C:10]2[C:5](=[CH:6][CH:7]=[C:8]([O:13][CH3:14])[CH:9]=2)[CH:4]=1.[N:15]1([CH2:21][CH2:22][O:23][C:24]2[CH:32]=[CH:31][C:27]([C:28](Cl)=[O:29])=[CH:26][CH:25]=2)[CH2:20][CH2:19][CH2:18][CH2:17][CH2:16]1.[Cl-].[Al+3].[Cl-].[Cl-]. The catalyst is ClCCl. The product is [CH3:14][O:13][C:8]1[CH:9]=[C:10]2[C:5](=[CH:6][CH:7]=1)[C:4]([C:28](=[O:29])[C:27]1[CH:26]=[CH:25][C:24]([O:23][CH2:22][CH2:21][N:15]3[CH2:20][CH2:19][CH2:18][CH2:17][CH2:16]3)=[CH:32][CH:31]=1)=[C:3]([OH:2])[CH:12]=[CH:11]2. The yield is 0.755. (4) The reactants are [CH2:1]([O:8][C:9]1[C:14](=[O:15])[CH:13]=[C:12]([CH3:16])[NH:11][C:10]=1C(O)=O)[C:2]1[CH:7]=[CH:6][CH:5]=[CH:4][CH:3]=1. The catalyst is CN(C)C=O. The product is [CH2:1]([O:8][C:9]1[C:14](=[O:15])[CH:13]=[C:12]([CH3:16])[NH:11][CH:10]=1)[C:2]1[CH:3]=[CH:4][CH:5]=[CH:6][CH:7]=1. The yield is 0.770.